This data is from Reaction yield outcomes from USPTO patents with 853,638 reactions. The task is: Predict the reaction yield, written as a fraction of the theoretical maximum amount of product (1.0 means a 100% yield; for example, 0.34 means a 34% yield). (1) The reactants are [Cl:1][C:2]1[C:3]([CH3:18])=[C:4]([NH:10][C@H:11]([C@H:15]([OH:17])[CH3:16])[C:12]([OH:14])=O)[CH:5]=[CH:6][C:7]=1[C:8]#[N:9].[F:19][C:20]1[CH:29]=[C:28]([F:30])[CH:27]=[CH:26][C:21]=1[C:22]([NH:24][NH2:25])=[O:23].ClC1C(CC)=C(N[C@H]([C@@H](O)C)C(NNC(=O)C2C=CC=CC=2)=O)C=CC=1C#N. No catalyst specified. The product is [Cl:1][C:2]1[C:3]([CH3:18])=[C:4]([NH:10][C@H:11]([C@H:15]([OH:17])[CH3:16])[C:12]([NH:25][NH:24][C:22](=[O:23])[C:21]2[CH:26]=[CH:27][C:28]([F:30])=[CH:29][C:20]=2[F:19])=[O:14])[CH:5]=[CH:6][C:7]=1[C:8]#[N:9]. The yield is 0.960. (2) The reactants are CCCCCCC.O1CCCC1.C(C1C=CC=CC=1)C.C([N-]C(C)C)(C)C.[Li+].[C:29]([C:33]1[NH:37][N:36]=[C:35]([CH2:38][C:39]#[N:40])[CH:34]=1)([CH3:32])([CH3:31])[CH3:30].CO[C:43]([CH3:53])=[C:44]([C:47]1[CH:52]=[CH:51][CH:50]=[CH:49][CH:48]=1)[C:45]#[N:46]. The catalyst is C(OCC)(=O)C.O1CCCC1. The product is [NH2:46][C:45]1[N:36]2[N:37]=[C:33]([C:29]([CH3:32])([CH3:30])[CH3:31])[CH:34]=[C:35]2[C:38]([C:39]#[N:40])=[C:43]([CH3:53])[C:44]=1[C:47]1[CH:52]=[CH:51][CH:50]=[CH:49][CH:48]=1. The yield is 0.420. (3) The reactants are [F:1][C:2]1[CH:7]=[CH:6][C:5]([C:8]2([C:16]#N)[CH2:11][C:10]([O:14][CH3:15])([O:12][CH3:13])[CH2:9]2)=[CH:4][CH:3]=1.[OH-:18].[Na+].[OH2:20]. The catalyst is C(O)C. The product is [F:1][C:2]1[CH:7]=[CH:6][C:5]([C:8]2([C:16]([OH:20])=[O:18])[CH2:11][C:10]([O:14][CH3:15])([O:12][CH3:13])[CH2:9]2)=[CH:4][CH:3]=1. The yield is 0.660. (4) The catalyst is CO.N1CCCCC1. The product is [OH:1][C:2]1[CH:11]=[CH:10][C:5]2[C:6](=[O:9])/[C:7](=[CH:36]/[C:30]3[C:29]4[C:33](=[CH:34][CH:35]=[C:27]([CH3:26])[CH:28]=4)[NH:32][CH:31]=3)/[O:8][C:4]=2[C:3]=1[CH2:12][N:13]1[CH2:14][CH2:15][N:16]([C:19]([O:21][C:22]([CH3:25])([CH3:24])[CH3:23])=[O:20])[CH2:17][CH2:18]1. The reactants are [OH:1][C:2]1[CH:11]=[CH:10][C:5]2[C:6](=[O:9])[CH2:7][O:8][C:4]=2[C:3]=1[CH2:12][N:13]1[CH2:18][CH2:17][N:16]([C:19]([O:21][C:22]([CH3:25])([CH3:24])[CH3:23])=[O:20])[CH2:15][CH2:14]1.[CH3:26][C:27]1[CH:28]=[C:29]2[C:33](=[CH:34][CH:35]=1)[NH:32][CH:31]=[C:30]2[CH:36]=O. The yield is 0.550.